Dataset: Forward reaction prediction with 1.9M reactions from USPTO patents (1976-2016). Task: Predict the product of the given reaction. (1) Given the reactants [NH:1]1[C:9]2[C:4](=[CH:5][CH:6]=[CH:7][CH:8]=2)[C:3](=[O:10])[C:2]1=[O:11].I[CH2:13][CH2:14][CH3:15].C(=O)([O-])[O-].[K+].[K+], predict the reaction product. The product is: [CH:14]([N:1]1[C:9]2[C:4](=[CH:5][CH:6]=[CH:7][CH:8]=2)[C:3](=[O:10])[C:2]1=[O:11])([CH3:15])[CH3:13]. (2) Given the reactants Br[C:2]1[CH:3]=[CH:4][C:5]2[NH:11][C:10](=[O:12])[CH2:9][O:8][C:7]([C:18]3[S:19][CH:20]=[CH:21][CH:22]=3)([C:13]3[S:14][CH:15]=[CH:16][CH:17]=3)[C:6]=2[CH:23]=1.[Cl:24][C:25]1[CH:26]=[C:27](B(O)O)[CH:28]=[CH:29][C:30]=1[F:31], predict the reaction product. The product is: [CH2:9]1[O:8][C:7]([C:18]2[S:19][CH:20]=[CH:21][CH:22]=2)([C:13]2[S:14][CH:15]=[CH:16][CH:17]=2)[C:6]2[CH:23]=[C:2]([C:27]3[CH:28]=[CH:29][C:30]([F:31])=[C:25]([Cl:24])[CH:26]=3)[CH:3]=[CH:4][C:5]=2[NH:11][C:10]1=[O:12]. (3) Given the reactants [NH2:1][C:2]1[CH:3]=[C:4]([C:8]2[C:16]([C:17]3[CH:22]=[CH:21][N:20]=[C:19]([NH:23][C:24]4[CH:29]=[CH:28][CH:27]=[C:26]([CH2:30][N:31]([CH3:33])[CH3:32])[CH:25]=4)[N:18]=3)=[C:11]3[CH:12]=[CH:13][CH:14]=[CH:15][N:10]3[N:9]=2)[CH:5]=[CH:6][CH:7]=1.C1COCC1.C1C=CC2N(O)N=NC=2C=1.[S:49]1[CH:53]=[CH:52][C:51]([CH2:54][C:55](O)=[O:56])=[CH:50]1, predict the reaction product. The product is: [CH3:32][N:31]([CH2:30][C:26]1[CH:25]=[C:24]([NH:23][C:19]2[N:18]=[C:17]([C:16]3[C:8]([C:4]4[CH:3]=[C:2]([NH:1][C:55](=[O:56])[CH2:54][C:51]5[CH:52]=[CH:53][S:49][CH:50]=5)[CH:7]=[CH:6][CH:5]=4)=[N:9][N:10]4[CH:15]=[CH:14][CH:13]=[CH:12][C:11]=34)[CH:22]=[CH:21][N:20]=2)[CH:29]=[CH:28][CH:27]=1)[CH3:33].